The task is: Regression. Given two drug SMILES strings and cell line genomic features, predict the synergy score measuring deviation from expected non-interaction effect.. This data is from NCI-60 drug combinations with 297,098 pairs across 59 cell lines. Drug 1: CN1C(=O)N2C=NC(=C2N=N1)C(=O)N. Drug 2: CC1=C(C=C(C=C1)C(=O)NC2=CC(=CC(=C2)C(F)(F)F)N3C=C(N=C3)C)NC4=NC=CC(=N4)C5=CN=CC=C5. Cell line: HOP-62. Synergy scores: CSS=24.2, Synergy_ZIP=6.10, Synergy_Bliss=8.26, Synergy_Loewe=9.14, Synergy_HSA=9.39.